Dataset: Peptide-MHC class II binding affinity with 134,281 pairs from IEDB. Task: Regression. Given a peptide amino acid sequence and an MHC pseudo amino acid sequence, predict their binding affinity value. This is MHC class II binding data. (1) The MHC is DRB1_1501 with pseudo-sequence DRB1_1501. The binding affinity (normalized) is 0.521. The peptide sequence is QGLRYFIMAYVNQAH. (2) The peptide sequence is RQAGVQYSRA. The MHC is DRB1_0701 with pseudo-sequence DRB1_0701. The binding affinity (normalized) is 0.0173. (3) The peptide sequence is KGSNPNYLALLVKFV. The MHC is HLA-DQA10301-DQB10302 with pseudo-sequence HLA-DQA10301-DQB10302. The binding affinity (normalized) is 0.202. (4) The MHC is DRB1_0101 with pseudo-sequence DRB1_0101. The peptide sequence is HRPASVIKVLVAMAS. The binding affinity (normalized) is 0.226. (5) The peptide sequence is GMIIMLIPTVMAFHL. The MHC is DRB1_0101 with pseudo-sequence DRB1_0101. The binding affinity (normalized) is 0.654. (6) The peptide sequence is ARILLLVPSISLLSQ. The MHC is HLA-DQA10301-DQB10302 with pseudo-sequence HLA-DQA10301-DQB10302. The binding affinity (normalized) is 0.0850. (7) The peptide sequence is MTETLLVQNANPDCKTIL. The MHC is DRB1_0405 with pseudo-sequence DRB1_0405. The binding affinity (normalized) is 0.152. (8) The peptide sequence is GLDFNEMILLTMKNK. The MHC is DRB1_0401 with pseudo-sequence DRB1_0401. The binding affinity (normalized) is 0.977. (9) The peptide sequence is TAAATAPADDKFTVF. The MHC is DRB1_0901 with pseudo-sequence DRB1_0901. The binding affinity (normalized) is 0.288.